This data is from Catalyst prediction with 721,799 reactions and 888 catalyst types from USPTO. The task is: Predict which catalyst facilitates the given reaction. (1) Reactant: [C:1]([C:3]1[CH:8]=[CH:7][C:6]([OH:9])=[CH:5][CH:4]=1)#[N:2].[H-].[Na+].[Cl:12][C:13]1[CH:29]=[C:28]([Cl:30])[CH:27]=[CH:26][C:14]=1[CH2:15][NH:16][C:17](=[O:25])[C:18]1[CH:23]=[CH:22][C:21](F)=[N:20][CH:19]=1. Product: [C:1]([C:3]1[CH:8]=[CH:7][C:6]([O:9][C:21]2[CH:22]=[CH:23][C:18]([C:17]([NH:16][CH2:15][C:14]3[CH:26]=[CH:27][C:28]([Cl:30])=[CH:29][C:13]=3[Cl:12])=[O:25])=[CH:19][N:20]=2)=[CH:5][CH:4]=1)#[N:2]. The catalyst class is: 80. (2) Reactant: [Cl:1][C:2]1[CH:3]=[C:4]([CH2:30][C:31]([OH:33])=[O:32])[CH:5]=[CH:6][C:7]=1[O:8][C:9]1[C:26]([N+:27]([O-:29])=[O:28])=[CH:25][C:12]2[N:13]=[C:14]([CH3:24])[N:15]([CH2:16][O:17][CH2:18][CH2:19][Si:20]([CH3:23])([CH3:22])[CH3:21])[C:11]=2[CH:10]=1.[C:34](=O)([O-])[O-].[Cs+].[Cs+].IC. Product: [Cl:1][C:2]1[CH:3]=[C:4]([CH2:30][C:31]([O:33][CH3:34])=[O:32])[CH:5]=[CH:6][C:7]=1[O:8][C:9]1[C:26]([N+:27]([O-:29])=[O:28])=[CH:25][C:12]2[N:13]=[C:14]([CH3:24])[N:15]([CH2:16][O:17][CH2:18][CH2:19][Si:20]([CH3:23])([CH3:22])[CH3:21])[C:11]=2[CH:10]=1. The catalyst class is: 369. (3) Reactant: [Cl:1][C:2]1[CH:7]=[CH:6][C:5]([N:8]2[C:17](=[O:18])[C:12]3[CH2:13][CH2:14][CH2:15][CH2:16][C:11]=3[C:9]2=[O:10])=[C:4]([F:19])[CH:3]=1.[N+:20]([O-])([OH:22])=[O:21]. Product: [Cl:1][C:2]1[C:7]([N+:20]([O-:22])=[O:21])=[CH:6][C:5]([N:8]2[C:9](=[O:10])[C:11]3[CH2:16][CH2:15][CH2:14][CH2:13][C:12]=3[C:17]2=[O:18])=[C:4]([F:19])[CH:3]=1. The catalyst class is: 65.